From a dataset of hERG potassium channel inhibition data for cardiac toxicity prediction from Karim et al.. Regression/Classification. Given a drug SMILES string, predict its toxicity properties. Task type varies by dataset: regression for continuous values (e.g., LD50, hERG inhibition percentage) or binary classification for toxic/non-toxic outcomes (e.g., AMES mutagenicity, cardiotoxicity, hepatotoxicity). Dataset: herg_karim. The drug is O=C(Nc1ccc(C(F)(F)F)cc1)N1C2CCC1CC(S(=O)(=O)c1ccccn1)C2. The result is 0 (non-blocker).